This data is from Forward reaction prediction with 1.9M reactions from USPTO patents (1976-2016). The task is: Predict the product of the given reaction. (1) The product is: [C:35]([O:37][C:15]1[CH:16]=[CH:17][C:12]([O:11][C:10]2[CH:22]=[CH:23][C:24]([CH2:26][CH3:27])=[CH:25][C:9]=2[O:8][CH2:1][C:2]2[CH:3]=[CH:4][CH:5]=[CH:6][CH:7]=2)=[C:13]([F:21])[CH:14]=1)(=[O:36])[CH3:30]. Given the reactants [CH2:1]([O:8][C:9]1[CH:25]=[C:24]([CH2:26][CH3:27])[CH:23]=[CH:22][C:10]=1[O:11][C:12]1[CH:17]=[CH:16][C:15](C(=O)C)=[CH:14][C:13]=1[F:21])[C:2]1[CH:7]=[CH:6][CH:5]=[CH:4][CH:3]=1.C1C=C(Cl)C=[C:30]([C:35]([O:37]O)=[O:36])C=1, predict the reaction product. (2) Given the reactants COCCN(S(F)(F)[F:11])CCOC.[C:14]([O:30][C@@:31]12[N:38]([CH3:39])[C@@H:35]([CH2:36][CH2:37]1)[CH2:34][CH:33]=[CH:32]2)(=[O:29])[C:15]([C:23]1[CH:28]=[CH:27][CH:26]=[CH:25][CH:24]=1)([C:17]1[CH:22]=[CH:21][CH:20]=[CH:19][CH:18]=1)O, predict the reaction product. The product is: [C@@:31]12([OH:30])[N:38]([CH3:39])[C@@H:35]([CH2:36][CH2:37]1)[CH2:34][CH:33]=[CH:32]2.[F:11][C:15]([C:23]1[CH:28]=[CH:27][CH:26]=[CH:25][CH:24]=1)([C:17]1[CH:22]=[CH:21][CH:20]=[CH:19][CH:18]=1)[C:14]([O-:30])=[O:29]. (3) Given the reactants [Br:1][C:2]1[C:3]([CH3:9])=[C:4]([CH:6]=[CH:7][CH:8]=1)[NH2:5].C(N(C(C)C)CC)(C)C.ClCCl.[C:22]12([C:32](Cl)=[O:33])[CH2:31][CH:26]3[CH2:27][CH:28]([CH2:30][CH:24]([CH2:25]3)[CH2:23]1)[CH2:29]2, predict the reaction product. The product is: [Br:1][C:2]1[C:3]([CH3:9])=[C:4]([NH:5][C:32]([C:22]23[CH2:31][CH:26]4[CH2:25][CH:24]([CH2:30][CH:28]([CH2:27]4)[CH2:29]2)[CH2:23]3)=[O:33])[CH:6]=[CH:7][CH:8]=1. (4) Given the reactants [Cl:1][C:2]1[C:11]2[C:6](=[CH:7][CH:8]=[C:9](C(C3C(C)=NC(C)=CC=3)O)[CH:10]=2)[N:5]=[C:4]([O:22][CH3:23])[C:3]=1[CH2:24][C:25]1[CH:30]=[CH:29][C:28]([C:31]([F:34])([F:33])[F:32])=[CH:27][CH:26]=1.C([Li])CCC.[CH3:40][C:41]1[S:42][C:43]([C:47]([C:49]2[N:53]([CH3:54])[N:52]=[N:51][CH:50]=2)=[O:48])=[C:44]([CH3:46])[N:45]=1, predict the reaction product. The product is: [Cl:1][C:2]1[C:11]2[C:6](=[CH:7][CH:8]=[C:9]([C:47]([C:43]3[S:42][C:41]([CH3:40])=[N:45][C:44]=3[CH3:46])([C:49]3[N:53]([CH3:54])[N:52]=[N:51][CH:50]=3)[OH:48])[CH:10]=2)[N:5]=[C:4]([O:22][CH3:23])[C:3]=1[CH2:24][C:25]1[CH:30]=[CH:29][C:28]([C:31]([F:34])([F:32])[F:33])=[CH:27][CH:26]=1. (5) The product is: [N:51]1([CH2:57][CH2:58][O:31][C:30](=[O:32])[C@H:29]([OH:33])[CH2:28][N:12]([CH2:13][C:14]2[CH:19]=[CH:18][C:17]([C:20]3[CH:25]=[C:24]([Cl:26])[CH:23]=[CH:22][C:21]=3[F:27])=[CH:16][CH:15]=2)[NH:11][C:9]([C:6]2[NH:7][N:8]=[C:4]([C:1](=[O:3])[CH3:2])[CH:5]=2)=[O:10])[CH2:56][CH2:55][O:54][CH2:53][CH2:52]1. Given the reactants [C:1]([C:4]1[CH:5]=[C:6]([C:9]([NH:11][N:12]([CH2:28][C@@H:29]([OH:33])[C:30]([OH:32])=[O:31])[CH2:13][C:14]2[CH:19]=[CH:18][C:17]([C:20]3[CH:25]=[C:24]([Cl:26])[CH:23]=[CH:22][C:21]=3[F:27])=[CH:16][CH:15]=2)=[O:10])[NH:7][N:8]=1)(=[O:3])[CH3:2].C1C=CC2N(O)N=NC=2C=1.C(Cl)CCl.C(Cl)Cl.[N:51]1([CH2:57][CH2:58]O)[CH2:56][CH2:55][O:54][CH2:53][CH2:52]1, predict the reaction product. (6) Given the reactants [Cl-].O[NH3+:3].[C:4](=[O:7])([O-])[OH:5].[Na+].CS(C)=O.[CH2:13]([C:17]1[N:18]=[C:19]([CH3:46])[N:20]([C:39]2[CH:44]=[CH:43][CH:42]=[CH:41][C:40]=2[CH3:45])[C:21](=[O:38])[C:22]=1[CH2:23][C:24]1[CH:29]=[CH:28][C:27]([C:30]2[C:31]([C:36]#[N:37])=[CH:32][CH:33]=[CH:34][CH:35]=2)=[CH:26][CH:25]=1)[CH2:14][CH2:15][CH3:16], predict the reaction product. The product is: [CH2:13]([C:17]1[N:18]=[C:19]([CH3:46])[N:20]([C:39]2[CH:44]=[CH:43][CH:42]=[CH:41][C:40]=2[CH3:45])[C:21](=[O:38])[C:22]=1[CH2:23][C:24]1[CH:29]=[CH:28][C:27]([C:30]2[CH:35]=[CH:34][CH:33]=[CH:32][C:31]=2[C:36]2[NH:3][C:4](=[O:7])[O:5][N:37]=2)=[CH:26][CH:25]=1)[CH2:14][CH2:15][CH3:16]. (7) Given the reactants [O:1]1[CH:6]([CH2:7][NH2:8])[CH2:5][O:4][C:3]2[CH:9]=[CH:10][CH:11]=[CH:12][C:2]1=2.C([O:17][C:18]([C:20]1[CH:25]=[CH:24][CH:23]=[CH:22][C:21]=1[C:26]1[CH:31]=[CH:30][C:29]([CH2:32][N:33]2[C:41]3[C:36](=[CH:37][C:38]([C:42](O)=[O:43])=[CH:39][CH:40]=3)[C:35]([CH3:45])=[C:34]2[CH3:46])=[CH:28][CH:27]=1)=[O:19])(C)(C)C, predict the reaction product. The product is: [O:1]1[CH:6]([CH2:7][NH:8][C:42]([C:38]2[CH:37]=[C:36]3[C:41](=[CH:40][CH:39]=2)[N:33]([CH2:32][C:29]2[CH:28]=[CH:27][C:26]([C:21]4[C:20]([C:18]([OH:19])=[O:17])=[CH:25][CH:24]=[CH:23][CH:22]=4)=[CH:31][CH:30]=2)[C:34]([CH3:46])=[C:35]3[CH3:45])=[O:43])[CH2:5][O:4][C:3]2[CH:9]=[CH:10][CH:11]=[CH:12][C:2]1=2. (8) Given the reactants [CH3:1][N:2]1[C:7]([CH3:8])=[CH:6][C:5](=[O:9])[C:4]([O:10]CC2C=CC=CC=2)=[C:3]1[CH:18]([O:21][CH3:22])[CH2:19][CH3:20].[ClH:23], predict the reaction product. The product is: [ClH:23].[CH3:1][N:2]1[C:7]([CH3:8])=[CH:6][C:5](=[O:9])[C:4]([OH:10])=[C:3]1[CH:18]([O:21][CH3:22])[CH2:19][CH3:20].